This data is from Reaction yield outcomes from USPTO patents with 853,638 reactions. The task is: Predict the reaction yield, written as a fraction of the theoretical maximum amount of product (1.0 means a 100% yield; for example, 0.34 means a 34% yield). (1) The reactants are [BH-](OC(C)=O)(OC(C)=O)OC(C)=O.[Na+].[NH:15]1[CH2:19][CH2:18][CH2:17][CH2:16]1.[OH:20][C:21]1[C:30]2[C:25](=[CH:26][CH:27]=[CH:28][CH:29]=2)[C:24]([CH:31]=O)=[CH:23][CH:22]=1.Cl. The catalyst is CCOCC. The product is [N:15]1([CH2:31][C:24]2[C:25]3[C:30](=[CH:29][CH:28]=[CH:27][CH:26]=3)[C:21]([OH:20])=[CH:22][CH:23]=2)[CH2:19][CH2:18][CH2:17][CH2:16]1. The yield is 0.750. (2) The reactants are [CH2:1]([O:3][C:4](=[O:19])[CH2:5][NH:6][C:7]1[CH:12]=[C:11]([O:13][CH3:14])[C:10]([O:15][CH3:16])=[CH:9][C:8]=1[C:17]#[N:18])[CH3:2].CC(C)([O-])C.[K+]. The catalyst is O1CCCC1. The product is [NH2:18][C:17]1[C:8]2[C:7](=[CH:12][C:11]([O:13][CH3:14])=[C:10]([O:15][CH3:16])[CH:9]=2)[NH:6][C:5]=1[C:4]([O:3][CH2:1][CH3:2])=[O:19]. The yield is 0.490. (3) The reactants are [F:1][C:2]1[CH:10]=[CH:9][C:8]2[NH:7][C:6]3[CH:11]=[CH:12][NH:13][C:14](=[O:15])[C:5]=3[C:4]=2[CH:3]=1.Cl[CH2:17][C:18]1[CH:23]=[CH:22][C:21]([O:24][CH3:25])=[CH:20][CH:19]=1.[H-].[Na+]. The catalyst is CN(C=O)C. The product is [F:1][C:2]1[CH:10]=[CH:9][C:8]2[N:7]([CH2:17][C:18]3[CH:23]=[CH:22][C:21]([O:24][CH3:25])=[CH:20][CH:19]=3)[C:6]3[CH:11]=[CH:12][NH:13][C:14](=[O:15])[C:5]=3[C:4]=2[CH:3]=1. The yield is 0.652. (4) The reactants are [OH:1][C:2]1[CH:10]=[CH:9][C:5]([C:6]([OH:8])=[O:7])=[CH:4][CH:3]=1.Cl[CH2:12][CH2:13][CH2:14][CH2:15][CH2:16][CH2:17][OH:18]. The catalyst is [OH-].[K+]. The product is [OH:18][CH2:17][CH2:16][CH2:15][CH2:14][CH2:13][CH2:12][O:1][C:2]1[CH:10]=[CH:9][C:5]([C:6]([OH:8])=[O:7])=[CH:4][CH:3]=1. The yield is 0.800. (5) The reactants are Cl[CH2:2][CH2:3][O:4][C:5]1[CH:14]=[C:13]2[C:8]([C:9]([O:15][C:16]3[CH:21]=[CH:20][C:19]([CH3:22])=[CH:18][C:17]=3[C:23]([C:25]3[CH:30]=[CH:29][CH:28]=[CH:27][CH:26]=3)=[O:24])=[CH:10][CH:11]=[N:12]2)=[CH:7][C:6]=1[O:31][CH3:32].[NH:33]1[CH2:38][CH2:37][CH:36]([CH2:39][OH:40])[CH2:35][CH2:34]1.C(=O)([O-])[O-].[K+].[K+].O. The catalyst is CN(C)C=O. The product is [OH:40][CH2:39][CH:36]1[CH2:37][CH2:38][N:33]([CH2:2][CH2:3][O:4][C:5]2[CH:14]=[C:13]3[C:8]([C:9]([O:15][C:16]4[CH:21]=[CH:20][C:19]([CH3:22])=[CH:18][C:17]=4[C:23]([C:25]4[CH:30]=[CH:29][CH:28]=[CH:27][CH:26]=4)=[O:24])=[CH:10][CH:11]=[N:12]3)=[CH:7][C:6]=2[O:31][CH3:32])[CH2:34][CH2:35]1. The yield is 0.540. (6) The reactants are [Cl:1][C:2]1[CH:7]=[CH:6][C:5]([CH:8](Cl)[C:9]2[CH:14]=[CH:13][CH:12]=[CH:11][CH:10]=2)=[CH:4][CH:3]=1.C([O-])([O-])=[O:17].[K+].[K+]. The catalyst is CC(=O)CC.N1CCNCC1. The product is [Cl:1][C:2]1[CH:7]=[CH:6][C:5]([CH:8]([C:9]2[CH:14]=[CH:13][CH:12]=[CH:11][CH:10]=2)[OH:17])=[CH:4][CH:3]=1. The yield is 0.570. (7) The reactants are [CH:1]([N:14]1[C:22]2[C:17](=[CH:18][C:19]([Cl:23])=[CH:20][CH:21]=2)[C:16]([CH2:24][CH2:25][S:26]([C:29]2[CH:38]=[CH:37][C:32]([C:33]([O:35]C)=[O:34])=[CH:31][CH:30]=2)(=[O:28])=[O:27])=[C:15]1[CH2:39][CH2:40][NH:41][S:42]([CH2:45][C:46]1[CH:51]=[CH:50][C:49]([Cl:52])=[C:48]([Cl:53])[CH:47]=1)(=[O:44])=[O:43])([C:8]1[CH:13]=[CH:12][CH:11]=[CH:10][CH:9]=1)[C:2]1[CH:7]=[CH:6][CH:5]=[CH:4][CH:3]=1.C1COCC1.[OH-].[Na+]. The catalyst is CO. The product is [CH:1]([N:14]1[C:22]2[C:17](=[CH:18][C:19]([Cl:23])=[CH:20][CH:21]=2)[C:16]([CH2:24][CH2:25][S:26]([C:29]2[CH:38]=[CH:37][C:32]([C:33]([OH:35])=[O:34])=[CH:31][CH:30]=2)(=[O:28])=[O:27])=[C:15]1[CH2:39][CH2:40][NH:41][S:42]([CH2:45][C:46]1[CH:51]=[CH:50][C:49]([Cl:52])=[C:48]([Cl:53])[CH:47]=1)(=[O:43])=[O:44])([C:2]1[CH:3]=[CH:4][CH:5]=[CH:6][CH:7]=1)[C:8]1[CH:13]=[CH:12][CH:11]=[CH:10][CH:9]=1. The yield is 0.930.